This data is from Full USPTO retrosynthesis dataset with 1.9M reactions from patents (1976-2016). The task is: Predict the reactants needed to synthesize the given product. (1) Given the product [CH3:26][C:20]([O:19][CH2:18][CH2:17][CH2:16][CH2:15][CH2:14][CH2:13][C:12]1[N:9]=[C:1]([C:2]2[CH:7]=[CH:6][CH:5]=[CH:4][CH:3]=2)[O:8][CH:11]=1)([CH3:25])[C:21]([O:23][CH3:24])=[O:22], predict the reactants needed to synthesize it. The reactants are: [C:1]([NH2:9])(=[O:8])[C:2]1[CH:7]=[CH:6][CH:5]=[CH:4][CH:3]=1.Cl[CH2:11][C:12](=O)[CH2:13][CH2:14][CH2:15][CH2:16][CH2:17][CH2:18][O:19][C:20]([CH3:26])([CH3:25])[C:21]([O:23][CH3:24])=[O:22]. (2) Given the product [OH:18][CH2:17][C:15]1[C:14]([C:19]([F:20])([F:22])[F:21])=[N:13][N:12]([CH2:11][C:7]2[NH:8][C:9](=[O:10])[C:4]3[CH:3]=[C:2]([CH3:1])[S:23][C:5]=3[N:6]=2)[CH:16]=1, predict the reactants needed to synthesize it. The reactants are: [CH3:1][C:2]1[S:23][C:5]2[N:6]=[C:7]([CH2:11][N:12]3[CH:16]=[C:15]([CH:17]=[O:18])[C:14]([C:19]([F:22])([F:21])[F:20])=[N:13]3)[NH:8][C:9](=[O:10])[C:4]=2[CH:3]=1.CO.[BH4-].[Na+]. (3) Given the product [OH:18][N:17]=[C:3]1[CH:12]=[CH:11][C:6]([C:7]([O:9][CH3:10])=[O:8])=[C:5]([N+:13]([O-:15])=[O:14])[CH2:4]1, predict the reactants needed to synthesize it. The reactants are: C([C:3]1[CH:12]=[CH:11][C:6]([C:7]([O:9][CH3:10])=[O:8])=[C:5]([N+:13]([O-:15])=[O:14])[CH:4]=1)=O.Cl.[NH2:17][OH:18].C([O-])(=O)C.[Na+]. (4) The reactants are: [CH3:1][O:2][CH2:3][CH2:4][O:5][C:6]1[CH:7]=[C:8]2[C:12](=[C:13]([N:15]([CH3:24])[S:16]([C:19]3[S:20][CH:21]=[CH:22][CH:23]=3)(=[O:18])=[O:17])[CH:14]=1)[NH:11][C:10]([C:25]([NH2:27])=O)=[CH:9]2.COC1C=CC(P2(SP(C3C=CC(OC)=CC=3)(=S)S2)=[S:37])=CC=1.[C:50]([O:55][CH2:56][CH3:57])(=[O:54])[C:51]#[C:52][CH3:53].C(P(CCCC)CCCC)CCC. Given the product [CH3:1][O:2][CH2:3][CH2:4][O:5][C:6]1[CH:7]=[C:8]2[C:12](=[C:13]([N:15]([CH3:24])[S:16]([C:19]3[S:20][CH:21]=[CH:22][CH:23]=3)(=[O:18])=[O:17])[CH:14]=1)[NH:11][C:10]([C:25]1[S:37][CH:52]([CH2:51][C:50]([O:55][CH2:56][CH3:57])=[O:54])[CH2:53][N:27]=1)=[CH:9]2, predict the reactants needed to synthesize it. (5) Given the product [F:19][CH:2]([F:1])[O:3][C:4]1[C:9]([O:10][CH3:11])=[CH:8][C:7]([C:12]2[O:13][C:14]([C:23](=[O:39])[CH:24]([O:37][CH3:38])[C:25]3[CH:26]=[CH:27][C:28]([N:31]4[CH2:32][CH2:33][O:34][CH2:35][CH2:36]4)=[CH:29][CH:30]=3)=[CH:15][CH:16]=2)=[CH:6][C:5]=1[O:17][CH3:18], predict the reactants needed to synthesize it. The reactants are: [F:1][CH:2]([F:19])[O:3][C:4]1[C:9]([O:10][CH3:11])=[CH:8][C:7]([C:12]2[O:13][CH:14]=[CH:15][CH:16]=2)=[CH:6][C:5]=1[O:17][CH3:18].CON(C)[C:23](=[O:39])[CH:24]([O:37][CH3:38])[C:25]1[CH:30]=[CH:29][C:28]([N:31]2[CH2:36][CH2:35][O:34][CH2:33][CH2:32]2)=[CH:27][CH:26]=1. (6) Given the product [Cl:4][CH2:5][CH2:6][NH:7][C:8]([NH:3][CH2:1][CH3:2])=[O:9], predict the reactants needed to synthesize it. The reactants are: [CH2:1]([NH2:3])[CH3:2].[Cl:4][CH2:5][CH2:6][N:7]=[C:8]=[O:9]. (7) Given the product [CH3:15][O:16][C:17]1[CH:22]=[CH:21][C:20]([C@@H:23]2[C@H:27]([C:28]([O:30][CH2:31][CH3:32])=[O:29])[C@@H:26]([C:33]3[CH:41]=[CH:40][C:36]4[O:37][CH2:38][O:39][C:35]=4[CH:34]=3)[CH2:25][N:24]2[CH2:7][C:6]([N:5]([CH2:1][CH2:2][CH2:3][CH3:4])[CH2:49][CH2:50][CH2:45][CH2:43][OH:44])=[O:14])=[CH:19][CH:18]=1, predict the reactants needed to synthesize it. The reactants are: [CH2:1]([NH:5][C:6](=[O:14])[CH:7](CCCCO)Cl)[CH2:2][CH2:3][CH3:4].[CH3:15][O:16][C:17]1[CH:22]=[CH:21][C:20]([C@@H:23]2[C@H:27]([C:28]([O:30][CH2:31][CH3:32])=[O:29])[C@@H:26]([C:33]3[CH:41]=[CH:40][C:36]4[O:37][CH2:38][O:39][C:35]=4[CH:34]=3)[CH2:25][NH:24]2)=[CH:19][CH:18]=1.C(O)(=O)[C@H:43]([C:45]1[CH:50]=[CH:49]C=CC=1)[OH:44].COC1C=CC([C@H]2[C@H](C(OCC)=O)[C@@H](C3C=CC4OCOC=4C=3)CN2)=CC=1.C(N(CC)C(C)C)(C)C. (8) Given the product [Cl:25][CH2:24][CH2:23][N:8]1[C:9]2[C:5](=[CH:4][C:3]([O:2][CH3:1])=[CH:11][CH:10]=2)[C:6]([CH:20]=[O:21])=[C:7]1[C:12]1[C:13]([CH3:19])=[N:14][N:15]([CH3:18])[C:16]=1[CH3:17], predict the reactants needed to synthesize it. The reactants are: [CH3:1][O:2][C:3]1[CH:4]=[C:5]2[C:9](=[CH:10][CH:11]=1)[NH:8][C:7]([C:12]1[C:13]([CH3:19])=[N:14][N:15]([CH3:18])[C:16]=1[CH3:17])=[C:6]2[CH:20]=[O:21].Br[CH2:23][CH2:24][Cl:25].C([O-])([O-])=O.[K+].[K+].O. (9) Given the product [OH:1][CH2:2][CH:3]1[CH2:8][CH2:7][N:6]([C:16]([O:17][C:18]([CH3:21])([CH3:20])[CH3:19])=[O:22])[CH2:5][CH2:4]1, predict the reactants needed to synthesize it. The reactants are: [OH:1][CH2:2][CH:3]1[CH2:8][CH2:7][NH:6][CH2:5][CH2:4]1.C(N(CC)CC)C.[C:16](O[C:16]([O:17][C:18]([CH3:21])([CH3:20])[CH3:19])=[O:22])(=[O:22])[O:17][C:18]([CH3:21])([CH3:20])[CH3:19].O. (10) Given the product [C:1]([O:5][C:6]([N:8]1[CH2:12][C@H:11]([CH2:13][CH2:14][CH3:15])[C@@H:10]([OH:16])[CH2:9]1)=[O:7])([CH3:4])([CH3:3])[CH3:2], predict the reactants needed to synthesize it. The reactants are: [C:1]([O:5][C:6]([N:8]1[CH2:12][C@H:11]([CH:13]=[CH:14][CH3:15])[C@@H:10]([OH:16])[CH2:9]1)=[O:7])([CH3:4])([CH3:3])[CH3:2].